Dataset: Catalyst prediction with 721,799 reactions and 888 catalyst types from USPTO. Task: Predict which catalyst facilitates the given reaction. (1) Reactant: [CH3:1][O:2][C:3]1[CH:8]=[CH:7][C:6]([N:9]2[C:13]3[C:14](=[O:31])[N:15]([C:18]4[CH:23]=[CH:22][C:21]([N:24]5[CH2:29][CH2:28][CH2:27][CH2:26][C:25]5=[O:30])=[CH:20][CH:19]=4)[CH2:16][CH2:17][C:12]=3[C:11]([C:32]([O:34]CC)=O)=[N:10]2)=[CH:5][CH:4]=1.C([NH2:39])=O.C[O-].[Na+]. Product: [CH3:1][O:2][C:3]1[CH:4]=[CH:5][C:6]([N:9]2[C:13]3[C:14](=[O:31])[N:15]([C:18]4[CH:19]=[CH:20][C:21]([N:24]5[CH2:29][CH2:28][CH2:27][CH2:26][C:25]5=[O:30])=[CH:22][CH:23]=4)[CH2:16][CH2:17][C:12]=3[C:11]([C:32]([NH2:39])=[O:34])=[N:10]2)=[CH:7][CH:8]=1. The catalyst class is: 32. (2) Reactant: [N+:1]([C:4]1[CH:9]=[CH:8][C:7]([N:10]2[CH:14]=[CH:13][N:12]=[CH:11]2)=[CH:6][CH:5]=1)([O-:3])=[O:2].[Br:15][CH2:16][CH2:17][CH3:18]. Product: [Br-:15].[CH2:16]([N:12]1[CH:13]=[CH:14][N+:10]([C:7]2[CH:6]=[CH:5][C:4]([N+:1]([O-:3])=[O:2])=[CH:9][CH:8]=2)=[CH:11]1)[CH2:17][CH3:18]. The catalyst class is: 1. (3) Reactant: [O:1]=[C:2]1[N:6]([CH2:7][O:8][CH2:9][CH2:10][Si:11]([CH3:14])([CH3:13])[CH3:12])[C:5]2[CH:15]=[CH:16][C:17]([CH:19]([C:21]3[CH:25]=[CH:24][N:23]([C:26]4[N:31]=[CH:30][C:29]([S:32][CH:33]([CH3:39])[C:34](OCC)=[O:35])=[CH:28][CH:27]=4)[N:22]=3)[CH3:20])=[CH:18][C:4]=2[S:3]1.[H-].C([Al+]CC(C)C)C(C)C. Product: [OH:35][CH2:34][CH:33]([S:32][C:29]1[CH:28]=[CH:27][C:26]([N:23]2[CH:24]=[CH:25][C:21]([CH:19]([C:17]3[CH:16]=[CH:15][C:5]4[N:6]([CH2:7][O:8][CH2:9][CH2:10][Si:11]([CH3:12])([CH3:14])[CH3:13])[C:2](=[O:1])[S:3][C:4]=4[CH:18]=3)[CH3:20])=[N:22]2)=[N:31][CH:30]=1)[CH3:39]. The catalyst class is: 7. (4) Reactant: [N+:1]([C:4]1[CH:5]=[C:6]2[CH2:30][C:11]3([O:16][C:15]4[CH:17]=[CH:18][CH:19]=[N:20][C:14]=4[N:13](COCC[Si](C)(C)C)[C:12]3=[O:29])[CH2:10][C:7]2=[N:8][CH:9]=1)([O-:3])=[O:2].C(N)CN.[OH-].[Na+].C(O)(=O)C. Product: [N+:1]([C:4]1[CH:5]=[C:6]2[CH2:30][C:11]3([O:16][C:15]4[CH:17]=[CH:18][CH:19]=[N:20][C:14]=4[NH:13][C:12]3=[O:29])[CH2:10][C:7]2=[N:8][CH:9]=1)([O-:3])=[O:2]. The catalyst class is: 157. (5) Reactant: FC(F)C1C([C:8](Cl)=[O:9])=CN(C)N=1.[NH:13]1[CH2:17][CH2:16][CH2:15][C@H:14]1[CH2:18][OH:19].C(N(CC)CC)C. Product: [OH:19][CH2:18][C@@H:14]1[CH2:15][CH2:16][CH2:17][N:13]1[CH:8]=[O:9]. The catalyst class is: 4.